From a dataset of Forward reaction prediction with 1.9M reactions from USPTO patents (1976-2016). Predict the product of the given reaction. (1) Given the reactants [CH3:1][NH:2][NH2:3].[CH3:4][S:5][C:6]1[N:11]=[C:10]([C:12](Cl)=[O:13])[CH:9]=[CH:8][N:7]=1, predict the reaction product. The product is: [CH3:1][N:2]([C:12]([C:10]1[CH:9]=[CH:8][N:7]=[C:6]([S:5][CH3:4])[N:11]=1)=[O:13])[NH2:3]. (2) Given the reactants [F:1][C:2]1[CH:7]=[C:6]([F:8])[CH:5]=[CH:4][C:3]=1[C@@:9]1([CH2:13][N:14]2[CH:18]=[N:17][CH:16]=[N:15]2)[C@H:11]([CH3:12])[O:10]1.[Cl:19][C:20]1[CH:21]=[CH:22][C:23]([C:26]2[CH2:27][CH2:28][NH:29][CH2:30][CH:31]=2)=[N:24][CH:25]=1.O.O.O.Cl([O-])(=O)(=O)=O.[Li+], predict the reaction product. The product is: [Cl:19][C:20]1[CH:21]=[CH:22][C:23]([C:26]2[CH2:27][CH2:28][N:29]([C@H:11]([CH3:12])[C@:9]([C:3]3[CH:4]=[CH:5][C:6]([F:8])=[CH:7][C:2]=3[F:1])([OH:10])[CH2:13][N:14]3[CH:18]=[N:17][CH:16]=[N:15]3)[CH2:30][CH:31]=2)=[N:24][CH:25]=1.